Dataset: Forward reaction prediction with 1.9M reactions from USPTO patents (1976-2016). Task: Predict the product of the given reaction. Given the reactants Br[C:2]1[CH:3]=[N:4][C:5]([Cl:8])=[N:6][CH:7]=1.[CH3:9][C:10]([CH3:12])=[O:11].CCCCCC.C([Li])CCC.C(=O)(O)[O-].[Na+], predict the reaction product. The product is: [Cl:8][C:5]1[N:4]=[CH:3][C:2]([C:10]([OH:11])([CH3:12])[CH3:9])=[CH:7][N:6]=1.